This data is from NCI-60 drug combinations with 297,098 pairs across 59 cell lines. The task is: Regression. Given two drug SMILES strings and cell line genomic features, predict the synergy score measuring deviation from expected non-interaction effect. (1) Drug 1: CNC(=O)C1=CC=CC=C1SC2=CC3=C(C=C2)C(=NN3)C=CC4=CC=CC=N4. Drug 2: CS(=O)(=O)OCCCCOS(=O)(=O)C. Cell line: ACHN. Synergy scores: CSS=31.1, Synergy_ZIP=-10.2, Synergy_Bliss=-4.22, Synergy_Loewe=-2.27, Synergy_HSA=-2.71. (2) Drug 1: C1=CN(C(=O)N=C1N)C2C(C(C(O2)CO)O)O.Cl. Drug 2: CN1C2=C(C=C(C=C2)N(CCCl)CCCl)N=C1CCCC(=O)O.Cl. Synergy scores: CSS=26.8, Synergy_ZIP=-4.27, Synergy_Bliss=-1.06, Synergy_Loewe=-29.4, Synergy_HSA=-0.445. Cell line: SK-OV-3. (3) Drug 2: C1=NC2=C(N=C(N=C2N1C3C(C(C(O3)CO)O)F)Cl)N. Cell line: HL-60(TB). Drug 1: CCC1(CC2CC(C3=C(CCN(C2)C1)C4=CC=CC=C4N3)(C5=C(C=C6C(=C5)C78CCN9C7C(C=CC9)(C(C(C8N6C)(C(=O)OC)O)OC(=O)C)CC)OC)C(=O)OC)O.OS(=O)(=O)O. Synergy scores: CSS=44.9, Synergy_ZIP=1.20, Synergy_Bliss=4.25, Synergy_Loewe=0.478, Synergy_HSA=2.65. (4) Drug 1: CCCS(=O)(=O)NC1=C(C(=C(C=C1)F)C(=O)C2=CNC3=C2C=C(C=N3)C4=CC=C(C=C4)Cl)F. Drug 2: C1CN1P(=S)(N2CC2)N3CC3. Cell line: CCRF-CEM. Synergy scores: CSS=19.9, Synergy_ZIP=0.235, Synergy_Bliss=-0.738, Synergy_Loewe=-19.5, Synergy_HSA=-2.46. (5) Drug 1: CC1=C2C(C(=O)C3(C(CC4C(C3C(C(C2(C)C)(CC1OC(=O)C(C(C5=CC=CC=C5)NC(=O)OC(C)(C)C)O)O)OC(=O)C6=CC=CC=C6)(CO4)OC(=O)C)OC)C)OC. Drug 2: CC1=C2C(C(=O)C3(C(CC4C(C3C(C(C2(C)C)(CC1OC(=O)C(C(C5=CC=CC=C5)NC(=O)C6=CC=CC=C6)O)O)OC(=O)C7=CC=CC=C7)(CO4)OC(=O)C)O)C)OC(=O)C. Cell line: NCI-H322M. Synergy scores: CSS=56.6, Synergy_ZIP=9.76, Synergy_Bliss=8.46, Synergy_Loewe=10.3, Synergy_HSA=12.8.